This data is from Reaction yield outcomes from USPTO patents with 853,638 reactions. The task is: Predict the reaction yield, written as a fraction of the theoretical maximum amount of product (1.0 means a 100% yield; for example, 0.34 means a 34% yield). (1) The reactants are C([O:3][C:4]([C:6]1[N:7]([CH2:16][C:17]#[N:18])[C:8]2[C:13]([CH:14]=1)=[CH:12][C:11]([Cl:15])=[CH:10][CH:9]=2)=[O:5])C.O[Li].O. The catalyst is C1COCC1.O. The product is [Cl:15][C:11]1[CH:12]=[C:13]2[C:8](=[CH:9][CH:10]=1)[N:7]([CH2:16][C:17]#[N:18])[C:6]([C:4]([OH:5])=[O:3])=[CH:14]2. The yield is 0.840. (2) The reactants are Br[C:2]1[CH:3]=[N:4][CH:5]=[CH:6][C:7]=1[Cl:8].[CH3:9][N:10]1[CH:14]=[C:13](B2OC(C)(C)C(C)(C)O2)[CH:12]=[N:11]1.C(=O)([O-])[O-].[Na+].[Na+].C(OCC)(=O)C. The catalyst is C1(C)C=CC=CC=1.C(O)C.O.C1C=CC([P]([Pd]([P](C2C=CC=CC=2)(C2C=CC=CC=2)C2C=CC=CC=2)([P](C2C=CC=CC=2)(C2C=CC=CC=2)C2C=CC=CC=2)[P](C2C=CC=CC=2)(C2C=CC=CC=2)C2C=CC=CC=2)(C2C=CC=CC=2)C2C=CC=CC=2)=CC=1. The yield is 0.460. The product is [Cl:8][C:7]1[CH:6]=[CH:5][N:4]=[CH:3][C:2]=1[C:13]1[CH:12]=[N:11][N:10]([CH3:9])[CH:14]=1. (3) The reactants are [C:1]1([CH3:15])[CH:6]=[C:5]([CH3:7])[CH:4]=[C:3]([CH3:8])[C:2]=1[N:9]([CH2:11][C:12]([OH:14])=O)[CH3:10].C(N(C(C)C)CC)(C)C.[NH2:25][N:26]([CH:34]=[NH:35])[C:27](=[O:33])[O:28][C:29]([CH3:32])([CH3:31])[CH3:30].O.ON1C2C=CC=CC=2N=N1.F[P-](F)(F)(F)(F)F.N1(OC(N(C)C)=[N+](C)C)C2C=CC=CC=2N=N1. The catalyst is CN(C)C=O.C(OCC)(=O)C. The product is [C:29]([O:28][C:27](=[O:33])[N:26]([NH:25][C:12](=[O:14])[CH2:11][N:9]([C:2]1[C:1]([CH3:15])=[CH:6][C:5]([CH3:7])=[CH:4][C:3]=1[CH3:8])[CH3:10])[CH:34]=[NH:35])([CH3:32])([CH3:30])[CH3:31]. The yield is 0.520. (4) The reactants are Cl[C:2]1[CH:7]=[CH:6][C:5](/[CH:8]=[CH:9]/[C:10]([N:12]2[CH2:17][CH2:16][N:15]([C:18](=[O:20])[CH3:19])[CH2:14][CH2:13]2)=[O:11])=[CH:4][C:3]=1[N+:21]([O-:23])=[O:22].[CH3:24][C:25]1[CH:26]=[C:27]([SH:32])[CH:28]=[CH:29][C:30]=1[CH3:31].C(=O)([O-])[O-].[K+].[K+]. The catalyst is CN(C)C=O. The product is [CH3:24][C:25]1[CH:26]=[C:27]([S:32][C:2]2[CH:7]=[CH:6][C:5](/[CH:8]=[CH:9]/[C:10]([N:12]3[CH2:17][CH2:16][N:15]([C:18](=[O:20])[CH3:19])[CH2:14][CH2:13]3)=[O:11])=[CH:4][C:3]=2[N+:21]([O-:23])=[O:22])[CH:28]=[CH:29][C:30]=1[CH3:31]. The yield is 0.810. (5) The reactants are [Cl:1][C:2]1[CH:3]=[C:4]([CH:33]=[CH:34][C:35]=1[OH:36])[CH2:5][NH:6][C:7]1[N:12]=[C:11]([O:13][CH2:14][C:15]([F:18])([F:17])[F:16])[N:10]=[C:9]([NH:19][C:20]2[CH:32]=[CH:31][C:23]([C:24]([O:26][C:27]([CH3:30])([CH3:29])[CH3:28])=[O:25])=[CH:22][CH:21]=2)[N:8]=1.C(=O)([O-])[O-].[K+].[K+].[Br:43][CH2:44][CH2:45][CH2:46]Br. The catalyst is CC(C)=O. The product is [Br:43][CH2:44][CH2:45][CH2:46][O:36][C:35]1[CH:34]=[CH:33][C:4]([CH2:5][NH:6][C:7]2[N:12]=[C:11]([O:13][CH2:14][C:15]([F:17])([F:16])[F:18])[N:10]=[C:9]([NH:19][C:20]3[CH:32]=[CH:31][C:23]([C:24]([O:26][C:27]([CH3:29])([CH3:30])[CH3:28])=[O:25])=[CH:22][CH:21]=3)[N:8]=2)=[CH:3][C:2]=1[Cl:1]. The yield is 0.780. (6) The reactants are [Sn](Cl)Cl.[NH:4]1[C:12]2[C:7](=[CH:8][CH:9]=[CH:10][C:11]=2[C:13]2[C:14]([C:31]([O:33][CH2:34][CH3:35])=[O:32])=[C:15]3[C:24]4[C:19](=[CH:20][C:21]([O:27][CH3:28])=[C:22]([O:25][CH3:26])[CH:23]=4)[CH2:18][CH2:17][N:16]3[C:29]=2[CH3:30])[CH:6]=[CH:5]1.[CH:36]1([C:39](Cl)=[O:40])[CH2:38][CH2:37]1.O. The catalyst is C1(C)C=CC=CC=1.C(OCC)(=O)C. The product is [CH:36]1([C:39]([C:6]2[C:7]3[C:12](=[C:11]([C:13]4[C:14]([C:31]([O:33][CH2:34][CH3:35])=[O:32])=[C:15]5[C:24]6[C:19](=[CH:20][C:21]([O:27][CH3:28])=[C:22]([O:25][CH3:26])[CH:23]=6)[CH2:18][CH2:17][N:16]5[C:29]=4[CH3:30])[CH:10]=[CH:9][CH:8]=3)[NH:4][CH:5]=2)=[O:40])[CH2:38][CH2:37]1. The yield is 0.290. (7) The reactants are [F:1][C:2]1[CH:3]=[CH:4][C:5]2[NH:10][C:9](=O)[CH2:8][O:7][C:6]=2[CH:12]=1.[CH3:13][Mg+].[Br-].[BH4-].[Na+].[OH-].[Na+]. The catalyst is C1COCC1. The product is [F:1][C:2]1[CH:3]=[CH:4][C:5]2[NH:10][CH:9]([CH3:13])[CH2:8][O:7][C:6]=2[CH:12]=1. The yield is 0.140.